This data is from Forward reaction prediction with 1.9M reactions from USPTO patents (1976-2016). The task is: Predict the product of the given reaction. (1) Given the reactants [Br:1][C:2]1[C:3]2[O:21][CH2:20][CH2:19][C:18](=[CH:22][C:23]#[N:24])[C:4]=2[CH:5]=[C:6]2[C:10]=1[N:9]([C:11]1[CH:16]=[CH:15][C:14]([F:17])=[CH:13][CH:12]=1)[N:8]=[CH:7]2.[O:25]1CCOC[CH2:26]1.II.[CH3:33][OH:34], predict the reaction product. The product is: [C:7](#[N:8])[CH3:6].[Br:1][C:2]1[C:3]2[O:21][CH2:20][CH2:19][C:18]([O:34][CH3:33])([O:25][CH3:26])[CH:22]([C:23]#[N:24])[C:4]=2[CH:5]=[C:6]2[C:10]=1[N:9]([C:11]1[CH:16]=[CH:15][C:14]([F:17])=[CH:13][CH:12]=1)[N:8]=[CH:7]2. (2) Given the reactants [C:1]([C:4]1[C:5](=[O:24])[NH:6][C:7]([C:17]2[CH:22]=[CH:21][CH:20]=[CH:19][C:18]=2[Cl:23])=[C:8]([C:10]2[CH:15]=[CH:14][C:13]([Cl:16])=[CH:12][CH:11]=2)[CH:9]=1)(=[O:3])[CH3:2].[CH2:25]([O:32][CH2:33][C:34](C)=O)[C:26]1[CH:31]=[CH:30][CH:29]=[CH:28][CH:27]=1, predict the reaction product. The product is: [CH2:25]([O:32][C:33]1([CH3:34])[O:24][C:5]2=[N:6][C:7]([C:17]3[CH:22]=[CH:21][CH:20]=[CH:19][C:18]=3[Cl:23])=[C:8]([C:10]3[CH:15]=[CH:14][C:13]([Cl:16])=[CH:12][CH:11]=3)[CH:9]=[C:4]2[C:1](=[O:3])[CH2:2]1)[C:26]1[CH:31]=[CH:30][CH:29]=[CH:28][CH:27]=1. (3) Given the reactants C(OC([N:8]([CH:10]1[CH2:14][CH2:13][N:12]([S:15]([C:18]2[C:19]3[C:20]([Cl:29])=[CH:21][N:22]=[C:23]([Cl:28])[C:24]=3[CH:25]=[CH:26][CH:27]=2)(=[O:17])=[O:16])[CH2:11]1)[CH3:9])=O)(C)(C)C.ClC1C2C=CC=C(S(Cl)(=O)=[O:42])C=2C(Cl)=CN=1.C(OC(N(C1CCNC1)C)=O)(C)(C)C.ClC1C2C=CC=C(S(Cl)(=O)=O)C=2C(Br)=CN=1, predict the reaction product. The product is: [OH:42][C:23]1[C:24]2[CH:25]=[CH:26][CH:27]=[C:18]([S:15]([N:12]3[CH2:13][CH2:14][CH:10]([NH:8][CH3:9])[CH2:11]3)(=[O:16])=[O:17])[C:19]=2[C:20]([Cl:29])=[CH:21][N:22]=1.[ClH:28].